This data is from Forward reaction prediction with 1.9M reactions from USPTO patents (1976-2016). The task is: Predict the product of the given reaction. (1) Given the reactants [OH:1][CH2:2][CH2:3][N:4]1[C:8]2[C:9]3[CH:10]=[N:11][N:12](C(C4C=CC=CC=4)(C4C=CC=CC=4)C4C=CC=CC=4)[C:13]=3[CH2:14][CH2:15][C:7]=2[C:6]([C:35]([O:37][CH2:38][CH3:39])=[O:36])=[N:5]1.Cl, predict the reaction product. The product is: [OH:1][CH2:2][CH2:3][N:4]1[C:8]2[C:9]3[CH:10]=[N:11][NH:12][C:13]=3[CH2:14][CH2:15][C:7]=2[C:6]([C:35]([O:37][CH2:38][CH3:39])=[O:36])=[N:5]1. (2) Given the reactants Cl[C:2]1[CH:7]=[CH:6][C:5]([S:8]([CH:11]([C:21]2[CH:26]=[C:25]([F:27])[CH:24]=[CH:23][C:22]=2[F:28])[C:12]2[N:17]=[CH:16][C:15]([C:18](O)=O)=[CH:14][CH:13]=2)(=[O:10])=[O:9])=[CH:4][CH:3]=1.S(Cl)(Cl)=[O:30].[NH3:33].[ClH:34], predict the reaction product. The product is: [Cl:34][C:2]1[CH:7]=[CH:6][C:5]([S:8]([CH:11]([C:21]2[CH:26]=[C:25]([F:27])[CH:24]=[CH:23][C:22]=2[F:28])[C:12]2[CH:13]=[CH:14][C:15]([C:16]([NH2:17])=[O:30])=[CH:18][N:33]=2)(=[O:10])=[O:9])=[CH:4][CH:3]=1. (3) Given the reactants C(OCC[Si](OC)(OC)OC)C1OC1.C(OC[CH2:21][CH2:22][CH2:23][Si:24]([O:29][CH3:30])([O:27][CH3:28])[O:25][CH3:26])C1OC1.O1C2C1CC(CC[Si](OC)(OC)OC)CC2.C([Si](OCC)(OCC)OCC)CC.C[Si](OC)(OC)OC, predict the reaction product. The product is: [CH2:23]([Si:24]([O:29][CH3:30])([O:27][CH3:28])[O:25][CH3:26])[CH:22]=[CH2:21]. (4) The product is: [Si:20]([O:19][C@H:12]([C:13]1[CH:14]=[CH:15][CH:16]=[CH:17][CH:18]=1)[C@@H:9]1[NH:8][CH:7]([CH2:6][C:5]2[CH:4]=[CH:3][C:2]([NH2:1])=[CH:35][CH:34]=2)[CH2:11][CH2:10]1)([C:23]([CH3:25])([CH3:26])[CH3:24])([CH3:22])[CH3:21]. Given the reactants [NH2:1][C:2]1[CH:35]=[CH:34][C:5]([CH2:6][CH:7]2[CH2:11][CH2:10][C@H:9]([C@H:12]([O:19][Si:20]([C:23]([CH3:26])([CH3:25])[CH3:24])([CH3:22])[CH3:21])[C:13]3[CH:18]=[CH:17][CH:16]=[CH:15][CH:14]=3)[N:8]2C(OC(C)(C)C)=O)=[CH:4][CH:3]=1.[H][H], predict the reaction product. (5) The product is: [Cl:1][C:2]1[CH:3]=[C:4]2[C:8](=[CH:9][CH:10]=1)[N:7]([CH2:11][C:12]([OH:14])=[O:13])[C:6]([CH3:15])=[C:5]2[C:16]1[C:25]2[C:20](=[CH:21][CH:22]=[CH:23][CH:24]=2)[C:19](=[O:26])[N:18]([CH2:37][C:38]2[C:47]3[C:42](=[CH:43][CH:44]=[CH:45][CH:46]=3)[N:41]=[C:40]([CH3:48])[CH:39]=2)[N:17]=1. Given the reactants [Cl:1][C:2]1[CH:3]=[C:4]2[C:8](=[CH:9][CH:10]=1)[N:7]([CH2:11][C:12]([OH:14])=[O:13])[C:6]([CH3:15])=[C:5]2[C:16]1[C:25]2[C:20](=[CH:21][CH:22]=[CH:23][CH:24]=2)[C:19](=[O:26])[N:18](CC2C=CC(Cl)=C(F)C=2)[N:17]=1.Cl[CH2:37][C:38]1[C:47]2[C:42](=[CH:43][CH:44]=[CH:45][CH:46]=2)[N:41]=[C:40]([CH3:48])[CH:39]=1, predict the reaction product. (6) Given the reactants CS(O[CH2:6][C:7]1([C:10]([O:12]CC)=[O:11])[CH2:9][CH2:8]1)(=O)=O.C(N(CC)CC)C.[CH3:22][S:23](Cl)(=O)=O.OCC1(C(OCC)=O)CC1, predict the reaction product. The product is: [CH3:22][S:23][CH2:6][C:7]1([C:10]([OH:12])=[O:11])[CH2:8][CH2:9]1. (7) Given the reactants [Cl:1][C:2]1[C:3]([F:28])=[C:4]([CH:8]2[C:12]([C:15]3[CH:20]=[CH:19][C:18]([Cl:21])=[CH:17][C:16]=3[F:22])([C:13]#[N:14])[CH:11]([CH2:23][C:24]([CH3:27])([CH3:26])[CH3:25])[CH2:10][NH:9]2)[CH:5]=[CH:6][CH:7]=1.[CH3:29][S:30]([N:33]1[CH2:38][CH2:37][CH:36]([NH:39][C:40](N2C=CN=C2)=[O:41])[CH2:35][CH2:34]1)(=[O:32])=[O:31], predict the reaction product. The product is: [CH3:29][S:30]([N:33]1[CH2:38][CH2:37][CH:36]([NH:39][C:40]([N:9]2[CH2:10][CH:11]([CH2:23][C:24]([CH3:25])([CH3:27])[CH3:26])[C:12]([C:15]3[CH:20]=[CH:19][C:18]([Cl:21])=[CH:17][C:16]=3[F:22])([C:13]#[N:14])[CH:8]2[C:4]2[CH:5]=[CH:6][CH:7]=[C:2]([Cl:1])[C:3]=2[F:28])=[O:41])[CH2:35][CH2:34]1)(=[O:32])=[O:31]. (8) Given the reactants [CH:1]1([NH:4][C:5](=[O:36])[NH:6][C:7]2[CH:12]=[CH:11][C:10]([C:13]3[N:14]=[C:15]([N:29]4[CH2:34][CH2:33][O:32][CH2:31][CH2:30]4)[C:16]4[CH2:21][N:20]([C:22]([O:24][C:25]([CH3:28])([CH3:27])[CH3:26])=[O:23])[CH2:19][C:17]=4[N:18]=3)=[C:9]([F:35])[CH:8]=2)C[CH2:2]1.C(NC(NC1C=CC(B2OC(C)(C)C(C)(C)O2)=C(F)C=1)=O)C, predict the reaction product. The product is: [CH2:1]([NH:4][C:5](=[O:36])[NH:6][C:7]1[CH:12]=[CH:11][C:10]([C:13]2[N:14]=[C:15]([N:29]3[CH2:34][CH2:33][O:32][CH2:31][CH2:30]3)[C:16]3[CH2:21][N:20]([C:22]([O:24][C:25]([CH3:28])([CH3:26])[CH3:27])=[O:23])[CH2:19][C:17]=3[N:18]=2)=[C:9]([F:35])[CH:8]=1)[CH3:2]. (9) The product is: [Cl:1][CH2:2][C:3]([NH:5][C:6]1[C:7]([OH:28])=[CH:8][C:9]2[O:14][C:13]([CH3:16])([CH3:15])[C@@H:12]([OH:17])[C@H:11]([NH:18][CH2:19][CH2:20][C:21]3[CH:26]=[CH:25][CH:24]=[CH:23][CH:22]=3)[C:10]=2[CH:27]=1)=[O:4]. Given the reactants [Cl:1][CH2:2][C:3]([NH:5][C:6]1[C:7]([O:28]COC)=[CH:8][C:9]2[O:14][C:13]([CH3:16])([CH3:15])[C@@H:12]([OH:17])[C@H:11]([NH:18][CH2:19][CH2:20][C:21]3[CH:26]=[CH:25][CH:24]=[CH:23][CH:22]=3)[C:10]=2[CH:27]=1)=[O:4].B(Br)(Br)Br.CO.C(=O)([O-])O.[Na+], predict the reaction product.